Dataset: Forward reaction prediction with 1.9M reactions from USPTO patents (1976-2016). Task: Predict the product of the given reaction. (1) Given the reactants [Cl:1][C:2]1[CH:7]=[C:6]([OH:8])[CH:5]=[CH:4][C:3]=1[C:9]1[CH:14]=[CH:13][CH:12]=[C:11]([CH2:15][O:16][C:17]2[CH:22]=[CH:21][C:20]([C:23]3([CH2:27][C:28]([O:30][CH2:31][CH3:32])=[O:29])[CH2:26][O:25][CH2:24]3)=[CH:19][CH:18]=2)[CH:10]=1.CC1C=CC(S(O[CH2:44][CH:45]2[CH2:50][CH2:49][S:48](=[O:52])(=[O:51])[CH2:47][CH2:46]2)(=O)=O)=CC=1.C(=O)([O-])[O-].[Cs+].[Cs+], predict the reaction product. The product is: [Cl:1][C:2]1[CH:7]=[C:6]([O:8][CH2:44][CH:45]2[CH2:50][CH2:49][S:48](=[O:52])(=[O:51])[CH2:47][CH2:46]2)[CH:5]=[CH:4][C:3]=1[C:9]1[CH:14]=[CH:13][CH:12]=[C:11]([CH2:15][O:16][C:17]2[CH:22]=[CH:21][C:20]([C:23]3([CH2:27][C:28]([O:30][CH2:31][CH3:32])=[O:29])[CH2:24][O:25][CH2:26]3)=[CH:19][CH:18]=2)[CH:10]=1. (2) Given the reactants [S:1]1[C:5]2[CH:6]=[C:7]([C:10](=O)[CH3:11])[CH:8]=[CH:9][C:4]=2[N:3]=[CH:2]1.[CH3:13][C:14]([S@:17]([NH-:19])=[O:18])([CH3:16])[CH3:15].[BH4-].[Na+], predict the reaction product. The product is: [S:1]1[C:5]2[CH:6]=[C:7]([CH:10]([NH:19][S:17]([C:14]([CH3:16])([CH3:15])[CH3:13])=[O:18])[CH3:11])[CH:8]=[CH:9][C:4]=2[N:3]=[CH:2]1. (3) Given the reactants Cl[C:2]1[C:11]2=[N:12][N:13](CC3C=CC(OC)=CC=3)[CH:14]=[C:10]2[C:9]2[CH:8]=[C:7]([O:24][CH3:25])[CH:6]=[CH:5][C:4]=2[N:3]=1.[NH:26]1[C:34]2[C:29](=[CH:30][CH:31]=[C:32]([NH2:35])[CH:33]=2)[CH:28]=[N:27]1.Cl, predict the reaction product. The product is: [NH:26]1[C:34]2[C:29](=[CH:30][CH:31]=[C:32]([NH:35][C:2]3[C:11]4=[N:12][NH:13][CH:14]=[C:10]4[C:9]4[CH:8]=[C:7]([O:24][CH3:25])[CH:6]=[CH:5][C:4]=4[N:3]=3)[CH:33]=2)[CH:28]=[N:27]1. (4) Given the reactants CO[C:3](=[O:17])[CH:4]([C:9]1[C:14]([F:15])=[CH:13][CH:12]=[CH:11][C:10]=1[Cl:16])[C:5]([O:7]C)=O.[NH2:18][C:19]1[NH:23][N:22]=[CH:21][C:20]=1[C:24]([O:26][CH3:27])=[O:25].C(N(CCCC)CCCC)CCC, predict the reaction product. The product is: [Cl:16][C:10]1[CH:11]=[CH:12][CH:13]=[C:14]([F:15])[C:9]=1[C:4]1[C:3]([OH:17])=[N:18][C:19]2[N:23]([N:22]=[CH:21][C:20]=2[C:24]([O:26][CH3:27])=[O:25])[C:5]=1[OH:7]. (5) Given the reactants [NH:1]([C:3]1[N:8]([CH2:9][CH:10]([CH3:12])[CH3:11])[C:7](=[O:13])[N:6]([CH3:14])[C:5](=[O:15])[CH:4]=1)[NH2:2].[C:16]1([CH:26]=O)[C:25]2[C:20](=[CH:21][CH:22]=[CH:23][CH:24]=2)[CH:19]=[CH:18][CH:17]=1.[CH:28]([C:30]1[CH:31]=[C:32]([CH:36]=[CH:37][CH:38]=1)[C:33]([OH:35])=[O:34])=O, predict the reaction product. The product is: [CH2:9]([N:8]1[C:3]2=[N:1][N:2]([CH2:26][C:16]3[C:25]4[C:20](=[CH:21][CH:22]=[CH:23][CH:24]=4)[CH:19]=[CH:18][CH:17]=3)[C:28]([C:30]3[CH:31]=[C:32]([CH:36]=[CH:37][CH:38]=3)[C:33]([OH:35])=[O:34])=[C:4]2[C:5](=[O:15])[N:6]([CH3:14])[C:7]1=[O:13])[CH:10]([CH3:11])[CH3:12]. (6) Given the reactants FC(F)(F)C(O)=O.[CH3:8][N:9]1[CH2:14][CH2:13][CH:12]([C:15]2[CH:27]=[CH:26][C:18]([C:19]([O:21]C(C)(C)C)=[O:20])=[C:17]([N:28]([CH:35]3[CH2:40][CH2:39][O:38][CH2:37][CH2:36]3)[C:29](=[O:34])[C:30]([F:33])([F:32])[F:31])[CH:16]=2)[CH2:11][CH2:10]1, predict the reaction product. The product is: [CH3:8][N:9]1[CH2:10][CH2:11][CH:12]([C:15]2[CH:27]=[CH:26][C:18]([C:19]([OH:21])=[O:20])=[C:17]([N:28]([CH:35]3[CH2:36][CH2:37][O:38][CH2:39][CH2:40]3)[C:29](=[O:34])[C:30]([F:31])([F:32])[F:33])[CH:16]=2)[CH2:13][CH2:14]1. (7) Given the reactants [CH3:1][N:2]1[C:6]([C:7]2[S:15][C:14]3[C:9](=[N:10][CH:11]=[CH:12][C:13]=3[NH:16][C:17]3[CH:18]=[C:19]4[C:23](=[CH:24][CH:25]=3)[NH:22][C:21]([CH3:26])=[CH:20]4)[CH:8]=2)=[CH:5][N:4]=[C:3]1[C:27]#[N:28].C(N(CC)CC)C.[H-].[Al+3].[Li+].[H-].[H-].[H-], predict the reaction product. The product is: [NH2:28][CH2:27][C:3]1[N:2]([CH3:1])[C:6]([C:7]2[S:15][C:14]3[C:9](=[N:10][CH:11]=[CH:12][C:13]=3[NH:16][C:17]3[CH:18]=[C:19]4[C:23](=[CH:24][CH:25]=3)[NH:22][C:21]([CH3:26])=[CH:20]4)[CH:8]=2)=[CH:5][N:4]=1. (8) The product is: [C:13]1([CH3:20])[CH:14]=[C:15]([CH3:19])[CH:16]=[C:17]([CH3:18])[C:12]=1[O:11][C:4]1[C:5]2[S:10][CH:9]=[CH:8][C:6]=2[N:7]=[C:2]([NH:28][C:29]2[CH:36]=[CH:35][C:32]([C:33]#[N:34])=[CH:31][CH:30]=2)[N:3]=1. Given the reactants Cl[C:2]1[N:3]=[C:4]([O:11][C:12]2[C:17]([CH3:18])=[CH:16][C:15]([CH3:19])=[CH:14][C:13]=2[CH3:20])[C:5]2[S:10][CH:9]=[CH:8][C:6]=2[N:7]=1.C(O)(C(F)(F)F)=O.[NH2:28][C:29]1[CH:36]=[CH:35][C:32]([C:33]#[N:34])=[CH:31][CH:30]=1, predict the reaction product. (9) The product is: [CH3:27][CH2:26][C:25]([N:7]([CH:6]1[CH2:1][CH2:2][N:3]([CH2:14][CH2:15][C:16]2[CH:21]=[CH:20][CH:19]=[CH:18][CH:17]=2)[CH2:4][CH2:5]1)[C:8]1[CH:13]=[CH:12][CH:11]=[CH:10][CH:9]=1)=[O:28]. Given the reactants [CH2:1]1[CH:6]([NH:7][C:8]2[CH:13]=[CH:12][CH:11]=[CH:10][CH:9]=2)[CH2:5][CH2:4][N:3]([CH2:14][CH2:15][C:16]2[CH:21]=[CH:20][CH:19]=[CH:18][CH:17]=2)[CH2:2]1.Cl.[OH-].[K+].[C:25](Cl)(=[O:28])[CH2:26][CH3:27].[OH-].[Na+], predict the reaction product. (10) Given the reactants [Cl:1][C:2]1[CH:10]=[CH:9][C:5]([C:6]([NH2:8])=[O:7])=[CH:4][CH:3]=1.C=O.[NH:13]1[C:17]2[CH:18]=[CH:19][CH:20]=[CH:21][C:16]=2[N:15]=[N:14]1.[O-]S([O-])(=O)=O.[Mg+2].[C:28]1(C)C=CC(S(O)(=O)=O)=CC=1, predict the reaction product. The product is: [N:13]1([CH2:28][NH:8][C:6](=[O:7])[C:5]2[CH:9]=[CH:10][C:2]([Cl:1])=[CH:3][CH:4]=2)[C:17]2[CH:18]=[CH:19][CH:20]=[CH:21][C:16]=2[N:15]=[N:14]1.